This data is from Reaction yield outcomes from USPTO patents with 853,638 reactions. The task is: Predict the reaction yield, written as a fraction of the theoretical maximum amount of product (1.0 means a 100% yield; for example, 0.34 means a 34% yield). (1) The catalyst is C(Cl)Cl.C[N+]([O-])=O. The product is [CH3:28][O:27][C:25](=[O:26])[C:23]([C:9]1[C:8]2[C:12](=[C:13]([N:16]3[CH:20]=[C:19]([CH3:21])[N:18]=[N:17]3)[N:14]=[CH:15][C:7]=2[O:6][CH3:5])[NH:11][CH:10]=1)=[O:24]. The reactants are [Al+3].[Cl-].[Cl-].[Cl-].[CH3:5][O:6][C:7]1[CH:15]=[N:14][C:13]([N:16]2[CH:20]=[C:19]([CH3:21])[N:18]=[N:17]2)=[C:12]2[C:8]=1[CH:9]=[CH:10][NH:11]2.Cl[C:23]([C:25]([O:27][CH3:28])=[O:26])=[O:24]. The yield is 0.150. (2) The reactants are [Br:1][C:2]1[CH:9]=[CH:8][C:5]([C:6]#[N:7])=[CH:4][CH:3]=1.[ClH:10].[CH2:11]([OH:13])[CH3:12]. No catalyst specified. The product is [ClH:10].[Br:1][C:2]1[CH:9]=[CH:8][C:5]([C:6](=[NH:7])[O:13][CH2:11][CH3:12])=[CH:4][CH:3]=1. The yield is 0.990. (3) The reactants are Br[C:2]1[CH:3]=[CH:4][C:5](=[O:9])[N:6]([CH3:8])[CH:7]=1.[OH-].[K+].[B:12]1([B:12]2[O:16][C:15]([CH3:18])([CH3:17])[C:14]([CH3:20])([CH3:19])[O:13]2)[O:16][C:15]([CH3:18])([CH3:17])[C:14]([CH3:20])([CH3:19])[O:13]1.C1(P(C2CCCCC2)C2CCCCC2)CCCCC1. The catalyst is O1CCOCC1.C1C=CC(/C=C/C(/C=C/C2C=CC=CC=2)=O)=CC=1.C1C=CC(/C=C/C(/C=C/C2C=CC=CC=2)=O)=CC=1.C1C=CC(/C=C/C(/C=C/C2C=CC=CC=2)=O)=CC=1.[Pd].[Pd].O. The product is [CH3:8][N:6]1[CH:7]=[C:2]([B:12]2[O:16][C:15]([CH3:18])([CH3:17])[C:14]([CH3:20])([CH3:19])[O:13]2)[CH:3]=[CH:4][C:5]1=[O:9]. The yield is 0.640. (4) The reactants are N[CH:2]1[CH2:6][CH2:5][CH:4]([N:7]2[C:16]3[CH:15]=[CH:14][CH:13]=[C:12]([Cl:17])[C:11]=3[C:10]3=[N:18][O:19][C:20]([CH3:21])=[C:9]3[C:8]2=[O:22])[CH2:3]1.[CH3:23][O:24][C:25]1[CH:26]=[C:27]([CH2:35][C:36]([OH:38])=O)[CH:28]=[C:29]([O:33][CH3:34])[C:30]=1[O:31][CH3:32].CC[N:41](CC)CC.C1C=CC2N(O)N=NC=2C=1.CCN=C=NCCCN(C)C. The catalyst is C(Cl)Cl.CN(C1C=CN=CC=1)C. The product is [Cl:17][C:12]1[C:11]2[C:10]3[C:9](=[C:20]([CH3:21])[O:19][N:18]=3)[C:8](=[O:22])[N:7]([C:4]3([C:29]4([O:33][CH3:34])[C:30]([O:31][CH3:32])=[C:25]([O:24][CH3:23])[CH:26]=[C:27]([CH2:35][C:36]([NH2:41])=[O:38])[CH2:28]4)[CH2:3][CH2:2][CH2:6][CH2:5]3)[C:16]=2[CH:15]=[CH:14][CH:13]=1. The yield is 0.660. (5) The reactants are [NH:1]([C:3]1[CH:12]=[CH:11][C:6]([C:7]([O:9][CH3:10])=[O:8])=[CH:5][CH:4]=1)[NH2:2].Br[CH2:14][CH2:15][C:16]1[CH:17]=[CH:18][C:19]([CH3:22])=[N:20][CH:21]=1. The product is [CH3:22][C:19]1[N:20]=[CH:21][C:16]([CH2:15][CH2:14][N:1]([C:3]2[CH:4]=[CH:5][C:6]([C:7]([O:9][CH3:10])=[O:8])=[CH:11][CH:12]=2)[NH2:2])=[CH:17][CH:18]=1. The catalyst is C(N(CC)CC)C. The yield is 0.285.